This data is from HIV replication inhibition screening data with 41,000+ compounds from the AIDS Antiviral Screen. The task is: Binary Classification. Given a drug SMILES string, predict its activity (active/inactive) in a high-throughput screening assay against a specified biological target. The result is 0 (inactive). The molecule is CN(C)CCN(C)CCC(=O)C=Cc1ccccc1.Cl.